This data is from Reaction yield outcomes from USPTO patents with 853,638 reactions. The task is: Predict the reaction yield, written as a fraction of the theoretical maximum amount of product (1.0 means a 100% yield; for example, 0.34 means a 34% yield). (1) The yield is 0.357. The reactants are [CH3:1][S:2]([CH2:5][C:6]#[N:7])(=[O:4])=[O:3].C(=O)([O-])[O-].[Cs+].[Cs+].[CH2:14](Br)[CH:15]=[CH2:16]. The catalyst is C(#N)C. The product is [CH3:1][S:2]([CH:5]([CH2:16][CH:15]=[CH2:14])[C:6]#[N:7])(=[O:4])=[O:3]. (2) The reactants are Br.O1C2C=CC(O)=CC=2[NH:5]CC1.C[C:14]([CH3:17])([O-:16])[CH3:15].[Na+].[CH3:19][C:20]1([CH3:46])[CH2:44][C:24]2[N:25]=[C:26]([N:28]3[C:33]4C=C(C5C=CC=CC=5)C=[CH:37][C:32]=4[O:31][CH2:30][CH2:29]3)[S:27][C:23]=2[C:22](=[O:45])[CH2:21]1. The catalyst is COCCOC.C([O-])(=O)C.[Pd+2].C([O-])(=O)C. The product is [CH3:46][C:20]1([CH3:19])[CH2:21][NH:5][C:22](=[O:45])[C:23]2[S:27][C:26]([N:28]3[C:33]4[CH:15]=[C:14]([OH:16])[CH:17]=[CH:37][C:32]=4[O:31][CH2:30][CH2:29]3)=[N:25][C:24]=2[CH2:44]1. The yield is 0.00400. (3) The reactants are Br[C:2]1[CH:3]=[CH:4][C:5]2[O:11][CH2:10][CH2:9][N:8]3[C:12]([CH2:18][N:19]4[CH2:23][CH2:22][C:21](=[O:24])[CH2:20]4)=[C:13]([C:15]([NH2:17])=[O:16])[N:14]=[C:7]3[C:6]=2[CH:25]=1.[CH3:26][C:27]([OH:31])([C:29]#[CH:30])[CH3:28]. No catalyst specified. The product is [OH:31][C:27]([CH3:28])([CH3:26])[C:29]#[C:30][C:2]1[CH:3]=[CH:4][C:5]2[O:11][CH2:10][CH2:9][N:8]3[C:12]([CH2:18][N:19]4[CH2:23][CH2:22][C:21](=[O:24])[CH2:20]4)=[C:13]([C:15]([NH2:17])=[O:16])[N:14]=[C:7]3[C:6]=2[CH:25]=1. The yield is 0.310. (4) The reactants are [CH:1]1([NH2:4])[CH2:3][CH2:2]1.[CH3:5][C:6]1[C:11]([O:12][C:13]2[CH:18]=[CH:17][N:16]=[C:15]([NH:19][C:20]3[CH:21]=[C:22]([CH:26]=[CH:27][CH:28]=3)[C:23](O)=[O:24])[CH:14]=2)=[CH:10][CH:9]=[C:8]([CH3:29])[N:7]=1.CCN(C(C)C)C(C)C.CN(C(ON1N=NC2C=CC=CC1=2)=[N+](C)C)C.F[P-](F)(F)(F)(F)F. The catalyst is CN(C=O)C. The product is [CH:1]1([NH:4][C:23](=[O:24])[C:22]2[CH:26]=[CH:27][CH:28]=[C:20]([NH:19][C:15]3[CH:14]=[C:13]([O:12][C:11]4[C:6]([CH3:5])=[N:7][C:8]([CH3:29])=[CH:9][CH:10]=4)[CH:18]=[CH:17][N:16]=3)[CH:21]=2)[CH2:3][CH2:2]1. The yield is 0.690. (5) The reactants are [CH3:1][NH2:2].Cl[CH2:4][C@@H:5]([C:7]1[S:8][CH:9]=[C:10]([CH3:12])[N:11]=1)[OH:6]. The catalyst is C(O)C. The product is [CH3:1][NH:2][CH2:4][C@@H:5]([C:7]1[S:8][CH:9]=[C:10]([CH3:12])[N:11]=1)[OH:6]. The yield is 0.840.